Dataset: Full USPTO retrosynthesis dataset with 1.9M reactions from patents (1976-2016). Task: Predict the reactants needed to synthesize the given product. Given the product [F:1][C:2]([F:7])([F:6])[C:3]([OH:5])=[O:4].[Cl:15][C:16]1[CH:17]=[N:18][C:19]2[NH:20][C:21]3[CH:22]=[CH:23][CH:24]=[C:25]([CH:38]=3)[CH2:26][CH2:27][C:28]3[CH:36]=[C:32]([NH:33][C:34]=1[N:35]=2)[CH:31]=[C:30]([NH:37][C:45]([C:42]1[CH:43]=[CH:44][N:40]([CH3:39])[N:41]=1)=[O:46])[CH:29]=3, predict the reactants needed to synthesize it. The reactants are: [F:1][C:2]([F:7])([F:6])[C:3]([OH:5])=[O:4].FC(F)(F)C(O)=O.[Cl:15][C:16]1[CH:17]=[N:18][C:19]2[NH:20][C:21]3[CH:22]=[CH:23][CH:24]=[C:25]([CH:38]=3)[CH2:26][CH2:27][C:28]3[CH:36]=[C:32]([NH:33][C:34]=1[N:35]=2)[CH:31]=[C:30]([NH2:37])[CH:29]=3.[CH3:39][N:40]1[CH:44]=[CH:43][C:42]([C:45](Cl)=[O:46])=[N:41]1.